From a dataset of Catalyst prediction with 721,799 reactions and 888 catalyst types from USPTO. Predict which catalyst facilitates the given reaction. (1) Reactant: Br[C:2]1[CH:7]=[CH:6][CH:5]=[C:4]([CH2:8][CH3:9])[CH:3]=1.C([Li])CCC.CN([CH:18]=[O:19])C. Product: [CH2:8]([C:4]1[CH:3]=[C:2]([CH:7]=[CH:6][CH:5]=1)[CH:18]=[O:19])[CH3:9]. The catalyst class is: 165. (2) Reactant: C([N-]C(C)C)(C)C.[Li+].[C:9]([O:14][CH2:15][CH3:16])(=[O:13])[CH:10]([CH3:12])[CH3:11].[Br:17][C:18]1[CH:25]=[CH:24][CH:23]=[CH:22][C:19]=1[CH2:20]Br. Product: [Br:17][C:18]1[CH:25]=[CH:24][CH:23]=[CH:22][C:19]=1[CH2:20][C:10]([CH3:12])([CH3:11])[C:9]([O:14][CH2:15][CH3:16])=[O:13]. The catalyst class is: 30. (3) Reactant: [Br:1][C:2]1[C:3]([NH2:14])=[CH:4][C:5]([N:8]2[CH2:13][CH2:12][O:11][CH2:10][CH2:9]2)=[N:6][CH:7]=1.[H-].[Na+].Cl[C:18]1[C:27]2[C:22](=[CH:23][C:24]([F:29])=[CH:25][C:26]=2[F:28])[N:21]=[C:20]([C:30]2[CH:35]=[CH:34][CH:33]=[CH:32][N:31]=2)[C:19]=1[CH3:36].C(=O)([O-])[O-].[Na+].[Na+]. Product: [Br:1][C:2]1[C:3]([NH:14][C:18]2[C:27]3[C:22](=[CH:23][C:24]([F:29])=[CH:25][C:26]=3[F:28])[N:21]=[C:20]([C:30]3[CH:35]=[CH:34][CH:33]=[CH:32][N:31]=3)[C:19]=2[CH3:36])=[CH:4][C:5]([N:8]2[CH2:9][CH2:10][O:11][CH2:12][CH2:13]2)=[N:6][CH:7]=1. The catalyst class is: 3.